Dataset: Forward reaction prediction with 1.9M reactions from USPTO patents (1976-2016). Task: Predict the product of the given reaction. (1) Given the reactants [C:1](=[O:36])([O:3][CH:4]([C:29]1[CH:34]=[CH:33][CH:32]=[CH:31][C:30]=1[Cl:35])[CH2:5][NH:6][C:7](=[O:28])[CH2:8][N:9]1[C:13](=[O:14])[N:12](/[CH:15]=[CH:16]/[C:17]([F:20])([F:19])[F:18])[C:11]([C:21]2[CH:26]=[CH:25][C:24]([Cl:27])=[CH:23][CH:22]=2)=[N:10]1)[NH2:2], predict the reaction product. The product is: [C:1](=[O:36])([O:3][CH:4]([C:29]1[CH:34]=[CH:33][CH:32]=[CH:31][C:30]=1[Cl:35])[CH2:5][NH:6][C:7](=[O:28])[CH2:8][N:9]1[C:13](=[O:14])[N:12]([CH2:15][CH2:16][C:17]([F:20])([F:18])[F:19])[C:11]([C:21]2[CH:26]=[CH:25][C:24]([Cl:27])=[CH:23][CH:22]=2)=[N:10]1)[NH2:2]. (2) Given the reactants CCCP1(OP(CCC)(=O)OP(CCC)(=O)O1)=O.[NH2:19][C:20]1[CH:28]=[CH:27][C:23]([C:24]([OH:26])=O)=[CH:22][CH:21]=1.[N:29]1([C:35]([O:37][C:38]([CH3:41])([CH3:40])[CH3:39])=[O:36])[CH2:34][CH2:33][NH:32][CH2:31][CH2:30]1.C(N(CC)CC)C, predict the reaction product. The product is: [NH2:19][C:20]1[CH:21]=[CH:22][C:23]([C:24]([N:32]2[CH2:31][CH2:30][N:29]([C:35]([O:37][C:38]([CH3:41])([CH3:40])[CH3:39])=[O:36])[CH2:34][CH2:33]2)=[O:26])=[CH:27][CH:28]=1. (3) Given the reactants [N:1]1[CH:6]=[C:5]([N:7]2[CH2:12][CH2:11][N:10](C(OC(C)(C)C)=O)[CH2:9][CH2:8]2)[CH:4]=[N:3][CH:2]=1.[F:20][C:21]([F:26])([F:25])[C:22]([O-:24])=[O:23], predict the reaction product. The product is: [OH:24][C:22]([C:21]([F:26])([F:25])[F:20])=[O:23].[N:7]1([C:5]2[CH:4]=[N:3][CH:2]=[N:1][CH:6]=2)[CH2:12][CH2:11][NH:10][CH2:9][CH2:8]1. (4) Given the reactants Br[C:2]1[C:3]([CH3:14])=[CH:4][C:5]([C:8]2[CH:13]=[CH:12][CH:11]=[CH:10][CH:9]=2)=[N:6][CH:7]=1.CNC1CCCCC1NC.[I-:25].[Na+], predict the reaction product. The product is: [I:25][C:2]1[C:3]([CH3:14])=[CH:4][C:5]([C:8]2[CH:13]=[CH:12][CH:11]=[CH:10][CH:9]=2)=[N:6][CH:7]=1. (5) Given the reactants I[C:2]1[CH:15]=[CH:14][C:5]([NH:6][C:7](=[O:13])[O:8][C:9]([CH3:12])([CH3:11])[CH3:10])=[C:4]([CH3:16])[CH:3]=1.C([Li])CCC.[Cl:22][C:23]1[CH:28]=[CH:27][C:26]([C:29](=[O:34])[C:30]([F:33])([F:32])[F:31])=[CH:25][CH:24]=1.[Cl-].[NH4+], predict the reaction product. The product is: [Cl:22][C:23]1[CH:28]=[CH:27][C:26]([C:29]([C:2]2[CH:15]=[CH:14][C:5]([NH:6][C:7](=[O:13])[O:8][C:9]([CH3:12])([CH3:11])[CH3:10])=[C:4]([CH3:16])[CH:3]=2)([OH:34])[C:30]([F:32])([F:33])[F:31])=[CH:25][CH:24]=1. (6) Given the reactants [Li]CCCC.CCCCCC.[C:12]([C:14]1([OH:22])[CH:19]2[CH2:20][CH2:21][N:16]([CH2:17][CH2:18]2)[CH2:15]1)#[CH:13].[CH3:23][O:24][C:25]1[CH:30]=[CH:29][C:28]([C:31]([C:33]2[S:34][CH:35]=[CH:36][CH:37]=2)=[O:32])=[CH:27][CH:26]=1, predict the reaction product. The product is: [OH:32][C:31]([C:28]1[CH:29]=[CH:30][C:25]([O:24][CH3:23])=[CH:26][CH:27]=1)([C:33]1[S:34][CH:35]=[CH:36][CH:37]=1)[C:13]#[C:12][C:14]1([OH:22])[CH:19]2[CH2:20][CH2:21][N:16]([CH2:17][CH2:18]2)[CH2:15]1. (7) Given the reactants [NH2:1][CH2:2][CH2:3][C:4]#[N:5].C(N(CC)CC)C.[Br:13][CH2:14][CH2:15][CH2:16][C:17](Cl)=[O:18].C(OCC)(=O)C, predict the reaction product. The product is: [Br:13][CH2:14][CH2:15][CH2:16][C:17]([NH:5][CH2:4][CH2:3][C:2]#[N:1])=[O:18].